From a dataset of Reaction yield outcomes from USPTO patents with 853,638 reactions. Predict the reaction yield, written as a fraction of the theoretical maximum amount of product (1.0 means a 100% yield; for example, 0.34 means a 34% yield). The reactants are C([Cl:4])(=O)C.[Cl:5][C:6]1[CH:28]=[C:27]([C:29]([NH:31][CH2:32][C:33]2[CH:38]=[CH:37][CH:36]=[C:35]([OH:39])[CH:34]=2)=[O:30])[CH:26]=[C:25]([Cl:40])[C:7]=1[C:8]([NH:10][C@H:11]([C:21]([O:23][CH3:24])=[O:22])[CH2:12][NH:13]C(OC(C)(C)C)=O)=[O:9]. The catalyst is CO. The product is [ClH:4].[NH2:13][CH2:12][C@@H:11]([C:21]([O:23][CH3:24])=[O:22])[NH:10][C:8](=[O:9])[C:7]1[C:6]([Cl:5])=[CH:28][C:27]([C:29]([NH:31][CH2:32][C:33]2[CH:38]=[CH:37][CH:36]=[C:35]([OH:39])[CH:34]=2)=[O:30])=[CH:26][C:25]=1[Cl:40]. The yield is 0.970.